The task is: Predict the reaction yield, written as a fraction of the theoretical maximum amount of product (1.0 means a 100% yield; for example, 0.34 means a 34% yield).. This data is from Reaction yield outcomes from USPTO patents with 853,638 reactions. (1) The reactants are [NH2:1][C:2]1[C:11]2[CH:10]=[CH:9][C:8]([F:12])=[C:7](Br)[C:6]=2[N:5]=[C:4]2[CH2:14][N:15]([CH:18]3[CH2:21][CH2:20][CH2:19]3)[C:16](=[O:17])[C:3]=12.[F:22][C:23]1[CH:28]=[CH:27][C:26](B(O)O)=[C:25]([O:32][CH3:33])[CH:24]=1. No catalyst specified. The product is [NH2:1][C:2]1[C:11]2[CH:10]=[CH:9][C:8]([F:12])=[C:7]([C:26]3[CH:27]=[CH:28][C:23]([F:22])=[CH:24][C:25]=3[O:32][CH3:33])[C:6]=2[N:5]=[C:4]2[CH2:14][N:15]([CH:18]3[CH2:21][CH2:20][CH2:19]3)[C:16](=[O:17])[C:3]=12. The yield is 0.460. (2) The product is [CH2:1]([O:8][C:9]([N:11]1[CH:15]([C:16](=[O:33])[NH:17][C:18]2[CH:23]=[CH:22][C:21]([CH2:24][NH2:25])=[CH:20][CH:19]=2)[CH2:14][S:13][CH:12]1[C:34]1[CH:35]=[CH:36][N:37]=[CH:38][CH:39]=1)=[O:10])[C:2]1[CH:7]=[CH:6][CH:5]=[CH:4][CH:3]=1. The yield is 1.00. The reactants are [CH2:1]([O:8][C:9]([N:11]1[CH:15]([C:16](=[O:33])[NH:17][C:18]2[CH:23]=[CH:22][C:21]([CH2:24][NH:25]C(OC(C)(C)C)=O)=[CH:20][CH:19]=2)[CH2:14][S:13][CH:12]1[C:34]1[CH:39]=[CH:38][N:37]=[CH:36][CH:35]=1)=[O:10])[C:2]1[CH:7]=[CH:6][CH:5]=[CH:4][CH:3]=1.Cl.CCOCC. The catalyst is C(Cl)Cl. (3) The product is [NH2:1][C:2]1[C:7]([O:8][CH3:9])=[CH:6][C:5]([B:11]2[O:15][C:14]([CH3:17])([CH3:16])[C:13]([CH3:19])([CH3:18])[O:12]2)=[CH:4][N:3]=1. The yield is 0.710. The reactants are [NH2:1][C:2]1[C:7]([O:8][CH3:9])=[CH:6][C:5](Br)=[CH:4][N:3]=1.[B:11]1([B:11]2[O:15][C:14]([CH3:17])([CH3:16])[C:13]([CH3:19])([CH3:18])[O:12]2)[O:15][C:14]([CH3:17])([CH3:16])[C:13]([CH3:19])([CH3:18])[O:12]1.C([O-])(=O)C.[K+]. The catalyst is O1CCOCC1.C1C=CC(/C=C/C(/C=C/C2C=CC=CC=2)=O)=CC=1.C1C=CC(/C=C/C(/C=C/C2C=CC=CC=2)=O)=CC=1.C1C=CC(/C=C/C(/C=C/C2C=CC=CC=2)=O)=CC=1.[Pd].[Pd].C1(P(C2CCCCC2)C2CCCCC2)CCCCC1. (4) The reactants are [F:1][C:2]1[CH:7]=[C:6]([C:8]2[CH:13]=[CH:12][C:11]([NH:14][C:15]3[CH:20]=[CH:19][CH:18]=[CH:17][CH:16]=3)=[CH:10][N:9]=2)[CH:5]=[CH:4][C:3]=1[OH:21].C(C1CCCN(C(C2C=CC(O[C:44]3[C:53]4[C:48](=[CH:49][C:50]([O:56][CH3:57])=[C:51]([O:54][CH3:55])[CH:52]=4)[N:47]=[CH:46][CH:45]=3)=C(F)C=2)=O)C1)C1C=CC=CC=1. The catalyst is CN(C1C=CN=CC=1)C.BrC1C=CC=CC=1. The product is [CH3:55][O:54][C:51]1[CH:52]=[C:53]2[C:48](=[CH:49][C:50]=1[O:56][CH3:57])[N:47]=[CH:46][CH:45]=[C:44]2[O:21][C:3]1[CH:4]=[CH:5][C:6]([C:8]2[N:9]=[CH:10][C:11]([NH:14][C:15]3[CH:20]=[CH:19][CH:18]=[CH:17][CH:16]=3)=[CH:12][CH:13]=2)=[CH:7][C:2]=1[F:1]. The yield is 0.360. (5) The reactants are [CH:1]([O:4][C:5]1[CH:6]=[C:7](/[CH:11]=[CH:12]/[CH2:13][C@H:14]([OH:16])[CH3:15])[CH:8]=[N:9][CH:10]=1)([CH3:3])[CH3:2].[C:17]1([CH3:27])[CH:22]=[CH:21][C:20]([S:23](Cl)(=[O:25])=[O:24])=[CH:19][CH:18]=1. The catalyst is N1C=CC=CC=1. The product is [C:17]1([CH3:27])[CH:22]=[CH:21][C:20]([S:23]([O:16][C@@H:14]([CH2:13]/[CH:12]=[CH:11]/[C:7]2[CH:8]=[N:9][CH:10]=[C:5]([O:4][CH:1]([CH3:3])[CH3:2])[CH:6]=2)[CH3:15])(=[O:25])=[O:24])=[CH:19][CH:18]=1. The yield is 0.815. (6) The reactants are [Cl-:1].[Cl:2][CH2:3][CH2:4][NH+:5]([CH2:15][CH2:16]Cl)[CH2:6][CH2:7][CH2:8][C:9]1[CH:14]=[CH:13][CH:12]=[CH:11][CH:10]=1.[F:18][C:19]1[CH:24]=[CH:23][CH:22]=[CH:21][C:20]=1[CH2:25][CH2:26][NH2:27].C(=O)([O-])[O-].[K+].[K+].[I-].[Na+]. The catalyst is CN(C)C=O.C(OCC)(=O)C.O. The product is [ClH:2].[ClH:1].[F:18][C:19]1[CH:24]=[CH:23][CH:22]=[CH:21][C:20]=1[CH2:25][CH2:26][N:27]1[CH2:16][CH2:15][N:5]([CH2:6][CH2:7][CH2:8][C:9]2[CH:14]=[CH:13][CH:12]=[CH:11][CH:10]=2)[CH2:4][CH2:3]1. The yield is 0.170. (7) The reactants are [N+:1]([C:4]1[CH:9]=[CH:8][CH:7]=[CH:6][C:5]=1[N:10]1[CH2:15][CH2:14][NH:13][CH2:12][CH2:11]1)([O-])=O.C(N(CC)CC)C.[CH3:23][C:24]([O:27][C:28](O[C:28]([O:27][C:24]([CH3:26])([CH3:25])[CH3:23])=[O:29])=[O:29])([CH3:26])[CH3:25]. The catalyst is C(Cl)Cl.C(O)C.[Pd]. The product is [C:28]([N:13]1[CH2:14][CH2:15][N:10]([C:5]2[CH:6]=[CH:7][CH:8]=[CH:9][C:4]=2[NH2:1])[CH2:11][CH2:12]1)([O:27][C:24]([CH3:26])([CH3:25])[CH3:23])=[O:29]. The yield is 0.970. (8) The reactants are [C@@H:1]12[CH2:10][C@@H:7]([CH:8]=[CH:9]1)[C@H:6]1[C@@H:2]2[C:3](=[O:12])[O:4][C:5]1=[O:11].C1(C)C=CC=CC=1.[CH3:20][O:21]C1C=CC2N=CC=C([C@@H](O)[C@H]3N4C[C@H](C=C)[C@@H](CC4)C3)C=2C=1.CO. The catalyst is C(Cl)(Cl)(Cl)Cl. The product is [CH3:20][O:21][C:3]([C@@H:2]1[C@H:1]2[CH2:10][C@H:7]([CH:8]=[CH:9]2)[C@@H:6]1[C:5]([OH:4])=[O:11])=[O:12]. The yield is 0.990. (9) The reactants are [I:1][C:2]1[CH:3]=[C:4]([CH:6]=[CH:7][CH:8]=1)[NH2:5].[N:9]([C:12]([O:14][CH2:15][CH3:16])=[O:13])=[C:10]=[S:11]. The catalyst is C(Cl)Cl. The product is [I:1][C:2]1[CH:3]=[C:4]([NH:5][C:10]([NH:9][C:12](=[O:13])[O:14][CH2:15][CH3:16])=[S:11])[CH:6]=[CH:7][CH:8]=1. The yield is 1.00.